The task is: Regression. Given two drug SMILES strings and cell line genomic features, predict the synergy score measuring deviation from expected non-interaction effect.. This data is from NCI-60 drug combinations with 297,098 pairs across 59 cell lines. (1) Drug 2: CNC(=O)C1=NC=CC(=C1)OC2=CC=C(C=C2)NC(=O)NC3=CC(=C(C=C3)Cl)C(F)(F)F. Drug 1: CCC(=C(C1=CC=CC=C1)C2=CC=C(C=C2)OCCN(C)C)C3=CC=CC=C3.C(C(=O)O)C(CC(=O)O)(C(=O)O)O. Synergy scores: CSS=3.48, Synergy_ZIP=-1.21, Synergy_Bliss=-0.484, Synergy_Loewe=0.923, Synergy_HSA=0.0746. Cell line: NCI-H460. (2) Drug 1: COC1=CC(=CC(=C1O)OC)C2C3C(COC3=O)C(C4=CC5=C(C=C24)OCO5)OC6C(C(C7C(O6)COC(O7)C8=CC=CS8)O)O. Drug 2: CC1C(C(CC(O1)OC2CC(OC(C2O)C)OC3=CC4=CC5=C(C(=O)C(C(C5)C(C(=O)C(C(C)O)O)OC)OC6CC(C(C(O6)C)O)OC7CC(C(C(O7)C)O)OC8CC(C(C(O8)C)O)(C)O)C(=C4C(=C3C)O)O)O)O. Cell line: MALME-3M. Synergy scores: CSS=28.7, Synergy_ZIP=3.97, Synergy_Bliss=11.3, Synergy_Loewe=9.70, Synergy_HSA=11.2. (3) Drug 1: CC1CCC2CC(C(=CC=CC=CC(CC(C(=O)C(C(C(=CC(C(=O)CC(OC(=O)C3CCCCN3C(=O)C(=O)C1(O2)O)C(C)CC4CCC(C(C4)OC)OCCO)C)C)O)OC)C)C)C)OC. Drug 2: C(CC(=O)O)C(=O)CN.Cl. Cell line: SF-268. Synergy scores: CSS=21.1, Synergy_ZIP=-4.73, Synergy_Bliss=4.08, Synergy_Loewe=1.16, Synergy_HSA=3.75. (4) Drug 2: C1CC(=O)NC(=O)C1N2CC3=C(C2=O)C=CC=C3N. Synergy scores: CSS=42.8, Synergy_ZIP=2.48, Synergy_Bliss=3.07, Synergy_Loewe=-7.81, Synergy_HSA=3.67. Cell line: M14. Drug 1: CCCS(=O)(=O)NC1=C(C(=C(C=C1)F)C(=O)C2=CNC3=C2C=C(C=N3)C4=CC=C(C=C4)Cl)F. (5) Drug 1: C1CC(=O)NC(=O)C1N2CC3=C(C2=O)C=CC=C3N. Drug 2: CN(C(=O)NC(C=O)C(C(C(CO)O)O)O)N=O. Cell line: CCRF-CEM. Synergy scores: CSS=5.41, Synergy_ZIP=-2.82, Synergy_Bliss=-6.40, Synergy_Loewe=-5.84, Synergy_HSA=-5.34. (6) Drug 1: C1CCC(C(C1)N)N.C(=O)(C(=O)[O-])[O-].[Pt+4]. Drug 2: C(CN)CNCCSP(=O)(O)O. Cell line: SK-OV-3. Synergy scores: CSS=0.318, Synergy_ZIP=-0.163, Synergy_Bliss=1.35, Synergy_Loewe=-3.09, Synergy_HSA=-0.471. (7) Synergy scores: CSS=65.7, Synergy_ZIP=-7.96, Synergy_Bliss=1.13, Synergy_Loewe=4.10, Synergy_HSA=6.94. Drug 2: C1=NC2=C(N1)C(=S)N=CN2. Drug 1: C1=NC(=NC(=O)N1C2C(C(C(O2)CO)O)O)N. Cell line: OVCAR-8. (8) Drug 1: CC1=CC=C(C=C1)C2=CC(=NN2C3=CC=C(C=C3)S(=O)(=O)N)C(F)(F)F. Drug 2: C1C(C(OC1N2C=NC3=C2NC=NCC3O)CO)O. Cell line: NCI-H226. Synergy scores: CSS=-4.46, Synergy_ZIP=1.37, Synergy_Bliss=-0.834, Synergy_Loewe=-4.36, Synergy_HSA=-4.14. (9) Drug 1: CN1CCC(CC1)COC2=C(C=C3C(=C2)N=CN=C3NC4=C(C=C(C=C4)Br)F)OC. Drug 2: CC(C)(C#N)C1=CC(=CC(=C1)CN2C=NC=N2)C(C)(C)C#N. Cell line: TK-10. Synergy scores: CSS=21.8, Synergy_ZIP=-0.368, Synergy_Bliss=3.50, Synergy_Loewe=-0.364, Synergy_HSA=3.92. (10) Drug 2: CN(CC1=CN=C2C(=N1)C(=NC(=N2)N)N)C3=CC=C(C=C3)C(=O)NC(CCC(=O)O)C(=O)O. Drug 1: CC1=C(N=C(N=C1N)C(CC(=O)N)NCC(C(=O)N)N)C(=O)NC(C(C2=CN=CN2)OC3C(C(C(C(O3)CO)O)O)OC4C(C(C(C(O4)CO)O)OC(=O)N)O)C(=O)NC(C)C(C(C)C(=O)NC(C(C)O)C(=O)NCCC5=NC(=CS5)C6=NC(=CS6)C(=O)NCCC[S+](C)C)O. Synergy scores: CSS=46.6, Synergy_ZIP=-11.1, Synergy_Bliss=-17.8, Synergy_Loewe=-16.3, Synergy_HSA=-13.2. Cell line: OVCAR-8.